Dataset: Reaction yield outcomes from USPTO patents with 853,638 reactions. Task: Predict the reaction yield, written as a fraction of the theoretical maximum amount of product (1.0 means a 100% yield; for example, 0.34 means a 34% yield). The reactants are [CH3:1][C:2]1[CH:3]=[C:4]([C:12](=O)[CH2:13][C:14](=O)[C:15]([F:18])([F:17])[F:16])[CH:5]=[CH:6][C:7]=1[C:8]([F:11])([F:10])[F:9].[NH2:21][C:22]1[CH:26]=[CH:25][NH:24][N:23]=1. The catalyst is C(O)(=O)C. The product is [CH3:1][C:2]1[CH:3]=[C:4]([C:12]2[CH:13]=[C:14]([C:15]([F:18])([F:17])[F:16])[N:23]3[N:24]=[CH:25][CH:26]=[C:22]3[N:21]=2)[CH:5]=[CH:6][C:7]=1[C:8]([F:11])([F:10])[F:9]. The yield is 0.850.